From a dataset of Catalyst prediction with 721,799 reactions and 888 catalyst types from USPTO. Predict which catalyst facilitates the given reaction. (1) Reactant: [NH:1]1[CH2:4][CH:3]([NH:5][C@H:6]2[CH2:10][CH2:9][N:8]([C:11]([C:13]3[CH:18]=[CH:17][CH:16]=[CH:15][CH:14]=3)=[O:12])[CH2:7]2)[CH2:2]1.CCN(CC)CC.[F:26][C:27]1[C:28]2[CH:38]=[C:37]([C:39]3[CH:44]=[CH:43][CH:42]=[CH:41][CH:40]=3)[CH:36]=[CH:35][C:29]=2[S:30][C:31]=1[C:32](Cl)=[O:33]. Product: [F:26][C:27]1[C:28]2[CH:38]=[C:37]([C:39]3[CH:44]=[CH:43][CH:42]=[CH:41][CH:40]=3)[CH:36]=[CH:35][C:29]=2[S:30][C:31]=1[C:32]([N:1]1[CH2:2][CH:3]([NH:5][C@H:6]2[CH2:10][CH2:9][N:8]([C:11]([C:13]3[CH:18]=[CH:17][CH:16]=[CH:15][CH:14]=3)=[O:12])[CH2:7]2)[CH2:4]1)=[O:33]. The catalyst class is: 2. (2) Reactant: [NH2:1][CH:2]([CH2:28][C:29]1[CH:34]=[CH:33][C:32]([C:35]#[N:36])=[CH:31][CH:30]=1)[C:3]([N:5]1[CH2:10][CH2:9][CH:8]([N:11]([CH:25]2[CH2:27][CH2:26]2)[S:12]([C:15]2[CH:20]=[CH:19][CH:18]=[C:17]([C:21]([F:24])([F:23])[F:22])[CH:16]=2)(=[O:14])=[O:13])[CH2:7][CH2:6]1)=[O:4].CI.[CH3:39]N(C=O)C.[H-].[Na+]. Product: [C:35]([C:32]1[CH:31]=[CH:30][C:29]([CH2:28][CH:2]([NH:1][CH3:39])[C:3]([N:5]2[CH2:6][CH2:7][CH:8]([N:11]([CH:25]3[CH2:26][CH2:27]3)[S:12]([C:15]3[CH:20]=[CH:19][CH:18]=[C:17]([C:21]([F:22])([F:24])[F:23])[CH:16]=3)(=[O:13])=[O:14])[CH2:9][CH2:10]2)=[O:4])=[CH:34][CH:33]=1)#[N:36]. The catalyst class is: 13. (3) Reactant: [CH:1]1([N:13]2[CH2:18][CH2:17][CH:16]([NH:19][C:20]3[C:21]([NH2:26])=[CH:22][CH:23]=[CH:24][CH:25]=3)[CH2:15][CH2:14]2)[C:11]2=[C:12]3[C:7](=[CH:8][CH:9]=[CH:10]2)[CH2:6][CH2:5][CH2:4][CH:3]3[CH2:2]1.[C:27](N1C=CN=C1)(N1C=CN=C1)=[O:28].O. Product: [CH:1]1([N:13]2[CH2:14][CH2:15][CH:16]([N:19]3[C:20]4[CH:25]=[CH:24][CH:23]=[CH:22][C:21]=4[NH:26][C:27]3=[O:28])[CH2:17][CH2:18]2)[C:11]2=[C:12]3[C:7](=[CH:8][CH:9]=[CH:10]2)[CH2:6][CH2:5][CH2:4][CH:3]3[CH2:2]1. The catalyst class is: 1.